From a dataset of Forward reaction prediction with 1.9M reactions from USPTO patents (1976-2016). Predict the product of the given reaction. (1) Given the reactants [CH3:1][O:2][C:3]1[CH:4]=[CH:5][C:6]2[NH:12][C:11](=[O:13])[N:10]([CH:14]3[CH2:19][CH2:18][NH:17][CH2:16][CH2:15]3)[CH2:9][CH2:8][C:7]=2[CH:20]=1.[Cl:21][C:22]1[N:27]=[C:26]([C:28]([C:30]2[CH:39]=[C:38]([CH3:40])[C:33]3[NH:34][C:35](=[O:37])[O:36][C:32]=3[CH:31]=2)=[O:29])[CH:25]=[C:24](Cl)[N:23]=1.CCN(C(C)C)C(C)C, predict the reaction product. The product is: [Cl:21][C:22]1[N:23]=[C:24]([N:17]2[CH2:18][CH2:19][CH:14]([N:10]3[CH2:9][CH2:8][C:7]4[CH:20]=[C:3]([O:2][CH3:1])[CH:4]=[CH:5][C:6]=4[NH:12][C:11]3=[O:13])[CH2:15][CH2:16]2)[CH:25]=[C:26]([C:28]([C:30]2[CH:39]=[C:38]([CH3:40])[C:33]3[NH:34][C:35](=[O:37])[O:36][C:32]=3[CH:31]=2)=[O:29])[N:27]=1. (2) Given the reactants [CH3:1][O:2][C:3]1[CH:15]=[CH:14][C:6]([CH2:7][NH:8][CH2:9][CH:10]([CH3:13])[CH2:11][OH:12])=[CH:5][CH:4]=1.C(N(CC)CC)C.Cl[CH2:24][C:25](Cl)=[O:26].[OH-].[K+], predict the reaction product. The product is: [CH3:1][O:2][C:3]1[CH:4]=[CH:5][C:6]([CH2:7][N:8]2[CH2:9][CH:10]([CH3:13])[CH2:11][O:12][CH2:24][C:25]2=[O:26])=[CH:14][CH:15]=1. (3) Given the reactants [Br:1][C:2]1[CH:3]=[C:4]([OH:8])[CH:5]=[CH:6][CH:7]=1.[H-].[Na+].[C:11]1(=[O:15])[O:14][CH2:13][CH2:12]1.Cl, predict the reaction product. The product is: [Br:1][C:2]1[CH:3]=[C:4]([CH:5]=[CH:6][CH:7]=1)[O:8][CH2:13][CH2:12][C:11]([OH:15])=[O:14].